The task is: Predict the reaction yield, written as a fraction of the theoretical maximum amount of product (1.0 means a 100% yield; for example, 0.34 means a 34% yield).. This data is from Reaction yield outcomes from USPTO patents with 853,638 reactions. (1) The reactants are [CH3:1][O:2][C:3]1[C:8]2[O:9][CH2:10][CH2:11][O:12][C:7]=2[C:6]([C:13]2([CH:20]=[CH:21][C:22]([OH:24])=O)[CH2:18][CH2:17][C:16](=[O:19])[CH2:15][CH2:14]2)=[CH:5][CH:4]=1.O[N:26]1C2C=CC=CC=2N=N1.CN(C)CCCN=C=NCC.O. The catalyst is CN(C)C=O. The product is [CH3:1][O:2][C:3]1[C:8]2[O:9][CH2:10][CH2:11][O:12][C:7]=2[C:6]([C:13]2([CH:20]=[CH:21][C:22]([NH2:26])=[O:24])[CH2:18][CH2:17][C:16](=[O:19])[CH2:15][CH2:14]2)=[CH:5][CH:4]=1. The yield is 0.480. (2) The reactants are Br[C:2]1[N:6]2[CH:7]=[CH:8][C:9]([C:11]([F:14])([F:13])[F:12])=[N:10][C:5]2=[N:4][CH:3]=1.[F:15][C:16]1[CH:21]=[CH:20][C:19](B2OC(C)(C)C(C)(C)O2)=[CH:18][C:17]=1[C:31]1[CH:36]=[CH:35][N:34]=[CH:33][C:32]=1[F:37]. No catalyst specified. The product is [F:15][C:16]1[CH:21]=[CH:20][C:19]([C:2]2[N:6]3[CH:7]=[CH:8][C:9]([C:11]([F:14])([F:13])[F:12])=[N:10][C:5]3=[N:4][CH:3]=2)=[CH:18][C:17]=1[C:31]1[CH:36]=[CH:35][N:34]=[CH:33][C:32]=1[F:37]. The yield is 0.350. (3) The reactants are C(N(CC)CC)C.Cl.[O:9]1[CH2:14][CH2:13][CH:12]([NH2:15])[CH2:11][CH2:10]1.[Cl:16][C:17]1[N:22]=[C:21]([N:23]2[CH2:28][CH2:27][O:26][CH2:25][CH2:24]2)[C:20]([N+:29]([O-:31])=[O:30])=[C:19](Cl)[N:18]=1.C(=O)([O-])O.[Na+]. The catalyst is C(Cl)Cl. The product is [Cl:16][C:17]1[N:18]=[C:19]([NH:15][CH:12]2[CH2:13][CH2:14][O:9][CH2:10][CH2:11]2)[C:20]([N+:29]([O-:31])=[O:30])=[C:21]([N:23]2[CH2:24][CH2:25][O:26][CH2:27][CH2:28]2)[N:22]=1. The yield is 0.890. (4) The reactants are F[C:2]1[CH:9]=[CH:8][CH:7]=[CH:6][C:3]=1[C:4]#[N:5].[CH3:10][N:11]1[CH2:16][CH2:15][CH:14]([OH:17])[CH2:13][CH2:12]1.[H-].[Na+].O. The catalyst is O1CCOCC1. The product is [CH3:10][N:11]1[CH2:16][CH2:15][CH:14]([O:17][C:2]2[CH:9]=[CH:8][CH:7]=[CH:6][C:3]=2[C:4]#[N:5])[CH2:13][CH2:12]1. The yield is 0.310. (5) The product is [CH2:1]([O:3][C:4](=[O:29])[CH2:5][CH2:6][CH2:7][O:8][C:9]1[CH:14]=[CH:13][CH:12]=[C:11]([CH2:15][CH2:16][CH2:17][CH2:18][CH2:19][CH2:20][O:43][C:33]2[CH:34]=[C:35]([S:37]([CH2:40][CH2:41][CH3:42])(=[O:39])=[O:38])[CH:36]=[C:31]([Br:30])[CH:32]=2)[C:10]=1[CH2:22][CH2:23][C:24]([O:26][CH2:27][CH3:28])=[O:25])[CH3:2]. The reactants are [CH2:1]([O:3][C:4](=[O:29])[CH2:5][CH2:6][CH2:7][O:8][C:9]1[CH:14]=[CH:13][CH:12]=[C:11]([CH2:15][CH2:16][CH2:17][CH2:18][CH2:19][CH2:20]Br)[C:10]=1[CH2:22][CH2:23][C:24]([O:26][CH2:27][CH3:28])=[O:25])[CH3:2].[Br:30][C:31]1[CH:32]=[C:33]([OH:43])[CH:34]=[C:35]([S:37]([CH2:40][CH2:41][CH3:42])(=[O:39])=[O:38])[CH:36]=1.C(=O)([O-])[O-].[K+].[K+]. No catalyst specified. The yield is 0.970. (6) The reactants are [CH3:1][C:2]1[C:3]([NH2:8])=[N:4][CH:5]=[CH:6][CH:7]=1.[ClH:9].[H][H]. The catalyst is C(O)C.[Pt]=O. The product is [ClH:9].[CH3:1][CH:2]1[CH2:7][CH2:6][CH2:5][NH:4][C:3]1=[NH:8]. The yield is 1.00. (7) The reactants are C(N1CCN(C2SC(C(O)=O)=C(C)N=2)C1=O)C1C=CC=CC=1.[CH3:23][C:24]1[N:25]=[C:26]([N:32]2[CH2:36][CH2:35][N:34]([CH2:37][C:38]3[CH:43]=[CH:42][C:41]([O:44][C:45]([F:48])([F:47])[F:46])=[CH:40][CH:39]=3)[C:33]2=[O:49])[S:27][C:28]=1[C:29](O)=[O:30].[NH2:50][CH2:51][C@@H:52]([C:54]1[CH:59]=[CH:58][CH:57]=[CH:56][CH:55]=1)[OH:53]. No catalyst specified. The product is [OH:53][C@H:52]([C:54]1[CH:59]=[CH:58][CH:57]=[CH:56][CH:55]=1)[CH2:51][NH:50][C:29]([C:28]1[S:27][C:26]([N:32]2[CH2:36][CH2:35][N:34]([CH2:37][C:38]3[CH:43]=[CH:42][C:41]([O:44][C:45]([F:47])([F:46])[F:48])=[CH:40][CH:39]=3)[C:33]2=[O:49])=[N:25][C:24]=1[CH3:23])=[O:30]. The yield is 0.670.